Dataset: Catalyst prediction with 721,799 reactions and 888 catalyst types from USPTO. Task: Predict which catalyst facilitates the given reaction. (1) Reactant: [Br:1][CH2:2][CH2:3][CH2:4][O:5][C:6]1[CH:11]=[CH:10][C:9]([C:12]2[C:13]3[NH:17][C:16]([CH:18]=[C:19]4[N:46]=[C:22]([C:23]([C:35]5[CH:40]=[CH:39][C:38]([O:41][CH2:42][CH2:43][CH2:44]Br)=[CH:37][CH:36]=5)=[C:24]5[NH:34][C:27](=[CH:28][C:29]6[CH:30]=[CH:31][C:32]=2[N:33]=6)[CH:26]=[CH:25]5)[CH:21]=[CH:20]4)=[CH:15][CH:14]=3)=[CH:8][CH:7]=1.[CH3:47][N:48]([CH3:50])[CH3:49]. Product: [Br-:1].[Br-:1].[CH3:47][N+:48]([CH3:50])([CH3:49])[CH2:2][CH2:3][CH2:4][O:5][C:6]1[CH:11]=[CH:10][C:9]([C:12]2[C:13]3[NH:17][C:16]([CH:18]=[C:19]4[N:46]=[C:22]([C:23]([C:35]5[CH:40]=[CH:39][C:38]([O:41][CH2:42][CH2:43][CH2:44][N+:48]([CH3:50])([CH3:49])[CH3:47])=[CH:37][CH:36]=5)=[C:24]5[NH:34][C:27](=[CH:28][C:29]6[CH:30]=[CH:31][C:32]=2[N:33]=6)[CH:26]=[CH:25]5)[CH:21]=[CH:20]4)=[CH:15][CH:14]=3)=[CH:8][CH:7]=1. The catalyst class is: 9. (2) Reactant: [Br-].[F:2][C:3]1[CH:4]=[C:5]2[C:10](=[CH:11][C:12]=1[CH2:13][P+](C1C=CC=CC=1)(C1C=CC=CC=1)C1C=CC=CC=1)[O:9][CH2:8][CH:7]([CH2:33][CH2:34][CH2:35][CH2:36][CH3:37])[CH2:6]2.CC(C)([O-])C.[K+].[F:44][C:45]1[CH:46]=[C:47]2[C:52](=[C:53]([F:55])[CH:54]=1)[O:51][CH2:50][C:49]([CH:56]=O)=[CH:48]2.Cl. Product: [F:44][C:45]1[CH:46]=[C:47]2[C:52](=[C:53]([F:55])[CH:54]=1)[O:51][CH2:50][C:49]([CH:56]=[CH:13][C:12]1[CH:11]=[C:10]3[C:5]([CH2:6][CH:7]([CH2:33][CH2:34][CH2:35][CH2:36][CH3:37])[CH2:8][O:9]3)=[CH:4][C:3]=1[F:2])=[CH:48]2. The catalyst class is: 20. (3) Reactant: [CH3:1][O:2][C:3]([NH:5][C@@H:6]([CH:10]1[CH2:15][CH2:14][O:13][CH2:12][CH2:11]1)[C:7]([OH:9])=O)=[O:4].CN(C(ON1N=NC2C=CC=NC1=2)=[N+](C)C)C.F[P-](F)(F)(F)(F)F.Cl.Cl.Cl.[Cl:43][C:44]1[C:45]([NH:73][C:74](=[O:95])[C:75]2[CH:80]=[CH:79][C:78]([N:81]3[CH2:86][CH2:85][N:84]([C:87](=[O:93])[C:88]([CH3:92])([CH3:91])[CH2:89][OH:90])[CH2:83][C@H:82]3[CH3:94])=[N:77][CH:76]=2)=[CH:46][C:47]([O:68][C:69]([F:72])([F:71])[F:70])=[C:48]([C:50]2[CH:55]=[CH:54][C:53]([C:56]3[N:57]=[C:58]([C@@H:61]4[CH2:65][C@H:64]([O:66][CH3:67])[CH2:63][NH:62]4)[NH:59][CH:60]=3)=[CH:52][CH:51]=2)[CH:49]=1.CCN(C(C)C)C(C)C. Product: [CH3:1][O:2][C:3](=[O:4])[NH:5][C@@H:6]([CH:10]1[CH2:15][CH2:14][O:13][CH2:12][CH2:11]1)[C:7]([N:62]1[CH2:63][C@@H:64]([O:66][CH3:67])[CH2:65][C@H:61]1[C:58]1[NH:59][CH:60]=[C:56]([C:53]2[CH:52]=[CH:51][C:50]([C:48]3[CH:49]=[C:44]([Cl:43])[C:45]([NH:73][C:74]([C:75]4[CH:76]=[N:77][C:78]([N:81]5[CH2:86][CH2:85][N:84]([C:87](=[O:93])[C:88]([CH3:91])([CH3:92])[CH2:89][OH:90])[CH2:83][C@H:82]5[CH3:94])=[CH:79][CH:80]=4)=[O:95])=[CH:46][C:47]=3[O:68][C:69]([F:71])([F:72])[F:70])=[CH:55][CH:54]=2)[N:57]=1)=[O:9]. The catalyst class is: 44. (4) Reactant: C1C=CC(P(C2C=CC=CC=2)C2C=CC=CC=2)=CC=1.[I:20]I.N1C=CN=C1.[Cl:27][C:28]1[CH:33]=[CH:32][C:31]([O:34][C:35]2[CH:42]=[CH:41][C:40]([CH2:43][CH2:44]O)=[CH:39][C:36]=2[C:37]#[N:38])=[CH:30][C:29]=1[C:46]([F:49])([F:48])[F:47]. Product: [Cl:27][C:28]1[CH:33]=[CH:32][C:31]([O:34][C:35]2[CH:42]=[CH:41][C:40]([CH2:43][CH2:44][I:20])=[CH:39][C:36]=2[C:37]#[N:38])=[CH:30][C:29]=1[C:46]([F:49])([F:48])[F:47]. The catalyst class is: 2. (5) The catalyst class is: 45. Reactant: [NH2:1][C:2]1[C:6]2=[N:7][CH:8]=[C:9]([CH:11]=[CH2:12])[CH:10]=[C:5]2[S:4][C:3]=1[C:13]([O:15][CH3:16])=[O:14].CO. Product: [NH2:1][C:2]1[C:6]2=[N:7][CH:8]=[C:9]([CH2:11][CH3:12])[CH:10]=[C:5]2[S:4][C:3]=1[C:13]([O:15][CH3:16])=[O:14]. (6) Reactant: C([N:8]1[CH2:13][CH2:12][CH:11]([NH:14][C:15](=[O:21])[O:16][C:17]([CH3:20])([CH3:19])[CH3:18])[CH2:10][CH2:9]1)C1C=CC=CC=1. Product: [NH:8]1[CH2:9][CH2:10][CH:11]([NH:14][C:15](=[O:21])[O:16][C:17]([CH3:19])([CH3:18])[CH3:20])[CH2:12][CH2:13]1. The catalyst class is: 43. (7) Reactant: [C:1]([O:5][C:6]([N:8]1[CH2:13][CH2:12][N:11]([C:14](=[O:31])[CH2:15][O:16][C:17]2[C:26]3[C:21](=[CH:22][C:23]([CH3:27])=[CH:24][CH:25]=3)[N:20]=[C:19]([C:28](O)=[O:29])[CH:18]=2)[CH2:10][CH2:9]1)=[O:7])([CH3:4])([CH3:3])[CH3:2].CCN(C(C)C)C(C)C.CN(C(ON1N=NC2C=CC=NC1=2)=[N+](C)C)C.F[P-](F)(F)(F)(F)F.[CH2:65]([O:69][C:70]([N:72]1[CH2:77][CH2:76][N:75]([C:78](=[O:83])[C@@H:79]([NH2:82])[CH2:80][F:81])[CH2:74][CH2:73]1)=[O:71])[CH2:66][CH2:67][CH3:68]. Product: [CH2:65]([O:69][C:70]([N:72]1[CH2:73][CH2:74][N:75]([C:78](=[O:83])[C@@H:79]([NH:82][C:28]([C:19]2[CH:18]=[C:17]([O:16][CH2:15][C:14]([N:11]3[CH2:12][CH2:13][N:8]([C:6]([O:5][C:1]([CH3:4])([CH3:2])[CH3:3])=[O:7])[CH2:9][CH2:10]3)=[O:31])[C:26]3[C:21](=[CH:22][C:23]([CH3:27])=[CH:24][CH:25]=3)[N:20]=2)=[O:29])[CH2:80][F:81])[CH2:76][CH2:77]1)=[O:71])[CH2:66][CH2:67][CH3:68]. The catalyst class is: 3. (8) Reactant: [Cl:1][C:2]1[CH:3]=[CH:4][C:5]([S:9]([CH2:12][CH3:13])(=[O:11])=[O:10])=[C:6]([NH2:8])[CH:7]=1.[N:14]([O-])=O.[Na+]. Product: [Cl:1][C:2]1[CH:3]=[CH:4][C:5]([S:9]([CH2:12][CH3:13])(=[O:11])=[O:10])=[C:6]([NH:8][NH2:14])[CH:7]=1. The catalyst class is: 33. (9) Reactant: [Cl:1][C:2]1[CH:7]=[C:6]([C:8]2[CH2:12][CH2:11][C:10](=[O:13])[CH:9]=2)[N:5]=[C:4]2[CH2:14][CH2:15][CH2:16][C:3]=12. Product: [Cl:1][C:2]1[CH:7]=[C:6]([C:8]2[CH2:12][CH2:11][CH:10]([OH:13])[CH:9]=2)[N:5]=[C:4]2[CH2:14][CH2:15][CH2:16][C:3]=12. The catalyst class is: 1.